From a dataset of Reaction yield outcomes from USPTO patents with 853,638 reactions. Predict the reaction yield, written as a fraction of the theoretical maximum amount of product (1.0 means a 100% yield; for example, 0.34 means a 34% yield). The reactants are [CH3:1][O:2][C:3]([C:5]1([CH2:20][O:21]CC2C=CC(OC)=CC=2)[CH:9]([CH3:10])[C:8](=[O:11])[N:7]([C:12]2[C:17]([CH3:18])=[CH:16][CH:15]=[CH:14][C:13]=2[CH3:19])[CH2:6]1)=[O:4].C(Cl)Cl.O.ClC1C(=O)C(C#N)=C(C#N)C(=O)C=1Cl. The catalyst is C(Cl)Cl. The product is [CH3:1][O:2][C:3]([C:5]1([CH2:20][OH:21])[CH:9]([CH3:10])[C:8](=[O:11])[N:7]([C:12]2[C:17]([CH3:18])=[CH:16][CH:15]=[CH:14][C:13]=2[CH3:19])[CH2:6]1)=[O:4]. The yield is 0.720.